From a dataset of NCI-60 drug combinations with 297,098 pairs across 59 cell lines. Regression. Given two drug SMILES strings and cell line genomic features, predict the synergy score measuring deviation from expected non-interaction effect. (1) Drug 1: CC1=C2C(C(=O)C3(C(CC4C(C3C(C(C2(C)C)(CC1OC(=O)C(C(C5=CC=CC=C5)NC(=O)OC(C)(C)C)O)O)OC(=O)C6=CC=CC=C6)(CO4)OC(=O)C)OC)C)OC. Drug 2: CN1CCC(CC1)COC2=C(C=C3C(=C2)N=CN=C3NC4=C(C=C(C=C4)Br)F)OC. Cell line: NCI-H226. Synergy scores: CSS=52.1, Synergy_ZIP=16.5, Synergy_Bliss=16.3, Synergy_Loewe=4.81, Synergy_HSA=18.4. (2) Synergy scores: CSS=45.3, Synergy_ZIP=20.3, Synergy_Bliss=15.5, Synergy_Loewe=7.84, Synergy_HSA=14.3. Drug 2: CC1C(C(CC(O1)OC2CC(CC3=C2C(=C4C(=C3O)C(=O)C5=CC=CC=C5C4=O)O)(C(=O)C)O)N)O. Cell line: SK-MEL-28. Drug 1: CC1C(C(CC(O1)OC2CC(OC(C2O)C)OC3=CC4=CC5=C(C(=O)C(C(C5)C(C(=O)C(C(C)O)O)OC)OC6CC(C(C(O6)C)O)OC7CC(C(C(O7)C)O)OC8CC(C(C(O8)C)O)(C)O)C(=C4C(=C3C)O)O)O)O. (3) Drug 1: C1=NC2=C(N=C(N=C2N1C3C(C(C(O3)CO)O)O)F)N. Drug 2: CN(C(=O)NC(C=O)C(C(C(CO)O)O)O)N=O. Cell line: OVCAR-4. Synergy scores: CSS=-2.91, Synergy_ZIP=0.465, Synergy_Bliss=-2.13, Synergy_Loewe=-3.06, Synergy_HSA=-3.43. (4) Drug 1: C1=CN(C=N1)CC(O)(P(=O)(O)O)P(=O)(O)O. Drug 2: C1CN1C2=NC(=NC(=N2)N3CC3)N4CC4. Cell line: U251. Synergy scores: CSS=26.7, Synergy_ZIP=2.90, Synergy_Bliss=2.20, Synergy_Loewe=-8.01, Synergy_HSA=-2.19. (5) Drug 1: CC1C(C(=O)NC(C(=O)N2CCCC2C(=O)N(CC(=O)N(C(C(=O)O1)C(C)C)C)C)C(C)C)NC(=O)C3=C4C(=C(C=C3)C)OC5=C(C(=O)C(=C(C5=N4)C(=O)NC6C(OC(=O)C(N(C(=O)CN(C(=O)C7CCCN7C(=O)C(NC6=O)C(C)C)C)C)C(C)C)C)N)C. Drug 2: C(=O)(N)NO. Cell line: NCIH23. Synergy scores: CSS=7.63, Synergy_ZIP=-1.84, Synergy_Bliss=0.599, Synergy_Loewe=-4.57, Synergy_HSA=0.0140. (6) Drug 1: CC1C(C(CC(O1)OC2CC(CC3=C2C(=C4C(=C3O)C(=O)C5=C(C4=O)C(=CC=C5)OC)O)(C(=O)C)O)N)O.Cl. Drug 2: CC(C)CN1C=NC2=C1C3=CC=CC=C3N=C2N. Cell line: ACHN. Synergy scores: CSS=27.5, Synergy_ZIP=4.82, Synergy_Bliss=5.78, Synergy_Loewe=-20.4, Synergy_HSA=5.88.